Task: Predict the product of the given reaction.. Dataset: Forward reaction prediction with 1.9M reactions from USPTO patents (1976-2016) (1) Given the reactants [CH2:1]([S:21][CH:22]([CH2:28][CH3:29])[C:23]([O:25]CC)=[O:24])[CH2:2][CH2:3][CH2:4]/[CH:5]=[CH:6]\[CH2:7]/[CH:8]=[CH:9]\[CH2:10]/[CH:11]=[CH:12]\[CH2:13]/[CH:14]=[CH:15]\[CH2:16]/[CH:17]=[CH:18]\[CH2:19][CH3:20].Cl, predict the reaction product. The product is: [CH2:1]([S:21][CH:22]([CH2:28][CH3:29])[C:23]([OH:25])=[O:24])[CH2:2][CH2:3][CH2:4]/[CH:5]=[CH:6]\[CH2:7]/[CH:8]=[CH:9]\[CH2:10]/[CH:11]=[CH:12]\[CH2:13]/[CH:14]=[CH:15]\[CH2:16]/[CH:17]=[CH:18]\[CH2:19][CH3:20]. (2) Given the reactants [Cl:1][C:2]1[C:11]2[C:6](=[CH:7][CH:8]=[C:9]([O:12]C)[CH:10]=2)[N:5]=[C:4]([N:14]2[CH2:20][CH2:19][CH2:18][C:17]3[CH:21]=[CH:22][CH:23]=[CH:24][C:16]=3[CH2:15]2)[CH:3]=1.B(Br)(Br)Br, predict the reaction product. The product is: [Cl:1][C:2]1[C:11]2[C:6](=[CH:7][CH:8]=[C:9]([OH:12])[CH:10]=2)[N:5]=[C:4]([N:14]2[CH2:20][CH2:19][CH2:18][C:17]3[CH:21]=[CH:22][CH:23]=[CH:24][C:16]=3[CH2:15]2)[CH:3]=1. (3) The product is: [Cl:29][C:30]1[CH:31]=[C:32]([C:37]2[O:41][C:40]([C:42]([N:16]3[CH2:20][CH2:19][S:18][CH2:17]3)=[O:44])=[CH:39][C:38]=2[C:45]2[CH:50]=[C:49]([F:51])[CH:48]=[C:47]([Cl:52])[CH:46]=2)[CH:33]=[CH:34][C:35]=1[F:36]. Given the reactants ClC1C=C(C2C=C(C([N:16]3[CH2:20][CH2:19][S:18][CH2:17]3)=O)OC=2C2C=C(C#N)C=CC=2)C=C(F)C=1.[Cl:29][C:30]1[CH:31]=[C:32]([C:37]2[O:41][C:40]([C:42]([OH:44])=O)=[CH:39][C:38]=2[C:45]2[CH:50]=[C:49]([F:51])[CH:48]=[C:47]([Cl:52])[CH:46]=2)[CH:33]=[CH:34][C:35]=1[F:36], predict the reaction product. (4) Given the reactants Cl[C:2]1[C:11]2=[N:12][N:13](CC3C=CC(OC)=CC=3)[CH:14]=[C:10]2[C:9]2[CH:8]=[C:7]([O:24][CH3:25])[CH:6]=[CH:5][C:4]=2[N:3]=1.[CH:26]1([C:30]2[CH:34]=[C:33]([NH2:35])[NH:32][N:31]=2)[CH2:29][CH2:28][CH2:27]1.Cl, predict the reaction product. The product is: [CH:26]1([C:30]2[CH:34]=[C:33]([NH:35][C:2]3[C:11]4=[N:12][NH:13][CH:14]=[C:10]4[C:9]4[CH:8]=[C:7]([O:24][CH3:25])[CH:6]=[CH:5][C:4]=4[N:3]=3)[NH:32][N:31]=2)[CH2:29][CH2:28][CH2:27]1. (5) Given the reactants O[CH2:2][C:3]1[CH:8]=[C:7]([C:9]2[CH:10]=[C:11]([C:15]3[CH2:21][C:20](=[O:22])[NH:19][C:18]4[CH:23]=[C:24]([C:33]([F:36])([F:35])[F:34])[C:25]([O:27][CH2:28][C:29]([F:32])([F:31])[F:30])=[CH:26][C:17]=4[N:16]=3)[CH:12]=[CH:13][CH:14]=2)[CH:6]=[CH:5][N:4]=1.S(Cl)(Cl)=O.[Cl-].[CH2:42]([NH:46][CH3:47])[CH:43]([CH3:45])[CH3:44], predict the reaction product. The product is: [CH2:42]([N:46]([CH2:2][C:3]1[CH:8]=[C:7]([C:9]2[CH:10]=[C:11]([C:15]3[CH2:21][C:20](=[O:22])[NH:19][C:18]4[CH:23]=[C:24]([C:33]([F:36])([F:34])[F:35])[C:25]([O:27][CH2:28][C:29]([F:30])([F:31])[F:32])=[CH:26][C:17]=4[N:16]=3)[CH:12]=[CH:13][CH:14]=2)[CH:6]=[CH:5][N:4]=1)[CH3:47])[CH:43]([CH3:45])[CH3:44]. (6) Given the reactants [C:1]([C:4]1([NH:10][C:11](=[O:21])[CH2:12][C:13]2[CH:18]=[CH:17][C:16]([O:19][CH3:20])=[CH:15][CH:14]=2)[CH2:9][CH2:8][CH2:7][CH2:6][CH2:5]1)(=O)[CH3:2].Cl[CH2:23]Cl.[H-].[Na+].IC, predict the reaction product. The product is: [CH3:20][O:19][C:16]1[CH:17]=[CH:18][C:13]([C:12]2[C:11](=[O:21])[N:10]([CH3:23])[C:4]3([CH2:9][CH2:8][CH2:7][CH2:6][CH2:5]3)[C:1]=2[CH3:2])=[CH:14][CH:15]=1. (7) Given the reactants [Cl:1][C:2]1[CH:3]=[C:4]([CH2:9][C:10]([N:12]2[CH:21]3[CH:16]([CH2:17][CH2:18][CH2:19][CH:20]3[N:22]3[CH2:26][CH2:25][CH2:24][CH2:23]3)[NH:15][CH2:14][CH2:13]2)=[O:11])[CH:5]=[CH:6][C:7]=1[Cl:8].[C:27](Cl)(=[O:30])[CH2:28][CH3:29], predict the reaction product. The product is: [Cl:1][C:2]1[CH:3]=[C:4]([CH2:9][C:10]([N:12]2[CH:21]3[CH:16]([CH2:17][CH2:18][CH2:19][CH:20]3[N:22]3[CH2:26][CH2:25][CH2:24][CH2:23]3)[N:15]([C:27](=[O:30])[CH2:28][CH3:29])[CH2:14][CH2:13]2)=[O:11])[CH:5]=[CH:6][C:7]=1[Cl:8]. (8) Given the reactants [Si](OCCN(C)C(C1C(OCC2C=CC=CC=2)=C(O)N=C(CC2(C3C4C(=CC=CC=4)C=CC=3)CCCC2)N=1)=O)(C(C)(C)C)(C)C.[CH2:46]([O:53][C:54]1[C:55]([C:77]([OH:79])=O)=[N:56][C:57]([CH2:61][C:62]2([C:67]3[C:76]4[C:71](=[CH:72][CH:73]=[CH:74][CH:75]=4)[CH:70]=[CH:69][CH:68]=3)[CH2:66][CH2:65][CH2:64][CH2:63]2)=[N:58][C:59]=1[OH:60])[C:47]1[CH:52]=[CH:51][CH:50]=[CH:49][CH:48]=1.[Si:80]([O:87][CH2:88][CH2:89][NH:90][CH:91]([CH3:93])[CH3:92])([C:83]([CH3:86])([CH3:85])[CH3:84])([CH3:82])[CH3:81], predict the reaction product. The product is: [CH2:46]([O:53][C:54]1[C:55]([C:77]([N:90]([CH2:89][CH2:88][O:87][Si:80]([C:83]([CH3:85])([CH3:84])[CH3:86])([CH3:81])[CH3:82])[CH:91]([CH3:92])[CH3:93])=[O:79])=[N:56][C:57]([CH2:61][C:62]2([C:67]3[C:76]4[C:71](=[CH:72][CH:73]=[CH:74][CH:75]=4)[CH:70]=[CH:69][CH:68]=3)[CH2:66][CH2:65][CH2:64][CH2:63]2)=[N:58][C:59]=1[OH:60])[C:47]1[CH:52]=[CH:51][CH:50]=[CH:49][CH:48]=1. (9) Given the reactants [Br:1][C:2]1[CH:7]=[C:6]([N+:8]([O-:10])=[O:9])[CH:5]=[CH:4][C:3]=1F.[NH:12]1[CH2:16][CH2:15][CH2:14][CH2:13]1.C([O-])([O-])=O.[K+].[K+], predict the reaction product. The product is: [Br:1][C:2]1[CH:7]=[C:6]([N+:8]([O-:10])=[O:9])[CH:5]=[CH:4][C:3]=1[N:12]1[CH2:16][CH2:15][CH2:14][CH2:13]1. (10) Given the reactants [Cl:1][C:2]1[C:3]([Cl:28])=[CH:4][C:5]2[N:10]3[CH:11]=[N:12][N:13]=[C:9]3[C:8]([N:14]3[CH2:19][CH2:18][N:17](C(OC(C)(C)C)=O)[CH2:16][CH2:15]3)=[N:7][C:6]=2[N:27]=1.C(O)(C(F)(F)F)=O, predict the reaction product. The product is: [Cl:1][C:2]1[C:3]([Cl:28])=[CH:4][C:5]2[N:10]3[CH:11]=[N:12][N:13]=[C:9]3[C:8]([N:14]3[CH2:19][CH2:18][NH:17][CH2:16][CH2:15]3)=[N:7][C:6]=2[N:27]=1.